This data is from Catalyst prediction with 721,799 reactions and 888 catalyst types from USPTO. The task is: Predict which catalyst facilitates the given reaction. (1) Reactant: [F:1][C:2]1[CH:7]=[C:6]([F:8])[CH:5]=[CH:4][C:3]=1[C:9]1[C:17]2[O:16][CH:15]([CH2:18][NH:19]C(=O)OCC3C=CC=CC=3)[CH2:14][C:13]=2[CH:12]=[CH:11][CH:10]=1. Product: [F:1][C:2]1[CH:7]=[C:6]([F:8])[CH:5]=[CH:4][C:3]=1[C:9]1[C:17]2[O:16][CH:15]([CH2:18][NH2:19])[CH2:14][C:13]=2[CH:12]=[CH:11][CH:10]=1. The catalyst class is: 45. (2) Reactant: [O:1]1[CH2:5][CH2:4][O:3][CH:2]1[C:6]1[C:7]([F:29])=[C:8]([F:28])[C:9]([NH:19][C:20]2[CH:25]=[CH:24][C:23]([I:26])=[CH:22][C:21]=2[F:27])=[C:10]([CH:18]=1)[C:11]([NH:13][O:14][CH2:15][CH2:16][OH:17])=[O:12].[BH4-].[Na+].FC(F)(F)C(O)=O.C(=O)(O)[O-].[Na+]. Product: [F:28][C:8]1[C:9]([NH:19][C:20]2[CH:25]=[CH:24][C:23]([I:26])=[CH:22][C:21]=2[F:27])=[C:10]([CH:18]=[C:6]([CH2:2][O:1][CH2:5][CH2:4][OH:3])[C:7]=1[F:29])[C:11]([NH:13][O:14][CH2:15][CH2:16][OH:17])=[O:12]. The catalyst class is: 1.